This data is from NCI-60 drug combinations with 297,098 pairs across 59 cell lines. The task is: Regression. Given two drug SMILES strings and cell line genomic features, predict the synergy score measuring deviation from expected non-interaction effect. (1) Drug 1: C1=NC2=C(N1)C(=S)N=C(N2)N. Drug 2: CC1C(C(CC(O1)OC2CC(CC3=C2C(=C4C(=C3O)C(=O)C5=CC=CC=C5C4=O)O)(C(=O)C)O)N)O. Cell line: MCF7. Synergy scores: CSS=40.7, Synergy_ZIP=-5.24, Synergy_Bliss=-5.98, Synergy_Loewe=-1.41, Synergy_HSA=0.0264. (2) Drug 1: CC1=C2C(C(=O)C3(C(CC4C(C3C(C(C2(C)C)(CC1OC(=O)C(C(C5=CC=CC=C5)NC(=O)OC(C)(C)C)O)O)OC(=O)C6=CC=CC=C6)(CO4)OC(=O)C)O)C)O. Drug 2: CN(C(=O)NC(C=O)C(C(C(CO)O)O)O)N=O. Cell line: DU-145. Synergy scores: CSS=2.79, Synergy_ZIP=-0.0811, Synergy_Bliss=-2.20, Synergy_Loewe=0.918, Synergy_HSA=-2.74. (3) Drug 1: C1CN1P(=S)(N2CC2)N3CC3. Drug 2: CC1C(C(CC(O1)OC2CC(OC(C2O)C)OC3=CC4=CC5=C(C(=O)C(C(C5)C(C(=O)C(C(C)O)O)OC)OC6CC(C(C(O6)C)O)OC7CC(C(C(O7)C)O)OC8CC(C(C(O8)C)O)(C)O)C(=C4C(=C3C)O)O)O)O. Cell line: HCT-15. Synergy scores: CSS=28.8, Synergy_ZIP=-6.85, Synergy_Bliss=-6.35, Synergy_Loewe=-5.40, Synergy_HSA=-5.26. (4) Drug 1: CC12CCC3C(C1CCC2O)C(CC4=C3C=CC(=C4)O)CCCCCCCCCS(=O)CCCC(C(F)(F)F)(F)F. Drug 2: CC1CCCC2(C(O2)CC(NC(=O)CC(C(C(=O)C(C1O)C)(C)C)O)C(=CC3=CSC(=N3)C)C)C. Cell line: OVCAR-5. Synergy scores: CSS=53.1, Synergy_ZIP=4.43, Synergy_Bliss=2.33, Synergy_Loewe=-28.8, Synergy_HSA=1.05. (5) Synergy scores: CSS=40.7, Synergy_ZIP=1.02, Synergy_Bliss=-0.653, Synergy_Loewe=1.80, Synergy_HSA=2.07. Cell line: A549. Drug 2: CC1C(C(CC(O1)OC2CC(CC3=C2C(=C4C(=C3O)C(=O)C5=C(C4=O)C(=CC=C5)OC)O)(C(=O)CO)O)N)O.Cl. Drug 1: CN(C(=O)NC(C=O)C(C(C(CO)O)O)O)N=O. (6) Drug 1: C1CCC(C1)C(CC#N)N2C=C(C=N2)C3=C4C=CNC4=NC=N3. Drug 2: C(CCl)NC(=O)N(CCCl)N=O. Cell line: K-562. Synergy scores: CSS=18.0, Synergy_ZIP=-1.81, Synergy_Bliss=7.28, Synergy_Loewe=3.26, Synergy_HSA=4.63. (7) Drug 1: CC12CCC(CC1=CCC3C2CCC4(C3CC=C4C5=CN=CC=C5)C)O. Drug 2: C1=CC(=CC=C1CCC2=CNC3=C2C(=O)NC(=N3)N)C(=O)NC(CCC(=O)O)C(=O)O. Cell line: HOP-92. Synergy scores: CSS=13.1, Synergy_ZIP=-2.97, Synergy_Bliss=-0.531, Synergy_Loewe=-2.11, Synergy_HSA=0.332.